The task is: Predict the reactants needed to synthesize the given product.. This data is from Full USPTO retrosynthesis dataset with 1.9M reactions from patents (1976-2016). (1) Given the product [NH2:1][C:4]1[CH:9]=[CH:8][C:7]([N:10]2[CH2:15][CH2:14][N:13]([C:16](=[O:18])[CH3:17])[CH2:12][CH2:11]2)=[CH:6][C:5]=1[NH:19][C:20]1[CH:25]=[CH:24][CH:23]=[CH:22][CH:21]=1, predict the reactants needed to synthesize it. The reactants are: [N+:1]([C:4]1[CH:9]=[CH:8][C:7]([N:10]2[CH2:15][CH2:14][N:13]([C:16](=[O:18])[CH3:17])[CH2:12][CH2:11]2)=[CH:6][C:5]=1[NH:19][C:20]1[CH:25]=[CH:24][CH:23]=[CH:22][CH:21]=1)([O-])=O. (2) Given the product [Cl:1][C:2]1[C:11]2[C:6](=[CH:7][CH:8]=[CH:9][CH:10]=2)[N:5]=[C:4]([C:12]([C:21]2[CH:22]=[CH:23][C:18]([F:17])=[CH:19][CH:20]=2)=[O:14])[N:3]=1, predict the reactants needed to synthesize it. The reactants are: [Cl:1][C:2]1[C:11]2[C:6](=[CH:7][CH:8]=[CH:9][CH:10]=2)[N:5]=[C:4]([C:12]([O:14]CC)=O)[N:3]=1.[F:17][C:18]1[CH:23]=[CH:22][C:21]([Mg]Br)=[CH:20][CH:19]=1. (3) Given the product [OH:2][C:3]1[CH:16]=[C:15]2[C:6]([C:7](=[O:17])[O:8][C:9]32[CH2:14][CH2:13][N:12]([C:31]([NH:30][C:27]2[CH:26]=[N:25][C:24]([C:18]4[CH:19]=[CH:20][CH:21]=[CH:22][CH:23]=4)=[CH:29][N:28]=2)=[O:32])[CH2:11][CH2:10]3)=[CH:5][CH:4]=1, predict the reactants needed to synthesize it. The reactants are: Cl.[OH:2][C:3]1[CH:16]=[C:15]2[C:6]([C:7](=[O:17])[O:8][C:9]32[CH2:14][CH2:13][NH:12][CH2:11][CH2:10]3)=[CH:5][CH:4]=1.[C:18]1([C:24]2[N:25]=[CH:26][C:27]([NH:30][C:31](=O)[O:32]C3C=CC=CC=3)=[N:28][CH:29]=2)[CH:23]=[CH:22][CH:21]=[CH:20][CH:19]=1.C(N(CC)CC)C.O. (4) Given the product [Cl:14][C:10]1[N:9]=[C:8]([C:6]2[N:5]=[C:4]([NH:15][CH:16]3[CH2:19][O:18][CH2:17]3)[N:3]=[C:2]([NH:28][C:26]3[CH:25]=[CH:24][N:23]=[C:22]([C:21]([F:30])([F:20])[F:29])[CH:27]=3)[N:7]=2)[CH:13]=[CH:12][CH:11]=1, predict the reactants needed to synthesize it. The reactants are: Cl[C:2]1[N:7]=[C:6]([C:8]2[CH:13]=[CH:12][CH:11]=[C:10]([Cl:14])[N:9]=2)[N:5]=[C:4]([NH:15][CH:16]2[CH2:19][O:18][CH2:17]2)[N:3]=1.[F:20][C:21]([F:30])([F:29])[C:22]1[CH:27]=[C:26]([NH2:28])[CH:25]=[CH:24][N:23]=1.C(O[Na])(C)(C)C. (5) Given the product [CH2:26]([N:10]1[C:9]2[N:8]=[C:7]([CH2:6][C:5]3[CH:4]=[CH:3][C:2]([NH:1][C:37](=[O:38])[C:36]4[CH:40]=[CH:41][C:42]([O:43][CH3:44])=[C:34]([O:33][CH3:32])[CH:35]=4)=[CH:31][CH:30]=3)[NH:15][C:14]=2[C:13](=[O:16])[N:12]([CH2:17][C:18]2[CH:23]=[CH:22][CH:21]=[CH:20][C:19]=2[F:24])[C:11]1=[O:25])[CH2:27][CH2:28][CH3:29], predict the reactants needed to synthesize it. The reactants are: [NH2:1][C:2]1[CH:31]=[CH:30][C:5]([CH2:6][C:7]2[NH:15][C:14]3[C:13](=[O:16])[N:12]([CH2:17][C:18]4[CH:23]=[CH:22][CH:21]=[CH:20][C:19]=4[F:24])[C:11](=[O:25])[N:10]([CH2:26][CH2:27][CH2:28][CH3:29])[C:9]=3[N:8]=2)=[CH:4][CH:3]=1.[CH3:32][O:33][C:34]1[CH:35]=[C:36]([CH:40]=[CH:41][C:42]=1[O:43][CH3:44])[C:37](Cl)=[O:38]. (6) Given the product [CH3:35][C:34]([CH3:36])=[CH:33][CH2:32][CH2:31][O:1][C:2]1[CH:3]=[C:4]([C:8]2[C:17]3[C:12](=[C:13]([C:18]([F:21])([F:19])[F:20])[CH:14]=[CH:15][CH:16]=3)[N:11]=[CH:10][C:9]=2[C:22]([C:24]2[CH:25]=[CH:26][CH:27]=[CH:28][CH:29]=2)=[O:23])[CH:5]=[CH:6][CH:7]=1, predict the reactants needed to synthesize it. The reactants are: [OH:1][C:2]1[CH:3]=[C:4]([C:8]2[C:17]3[C:12](=[C:13]([C:18]([F:21])([F:20])[F:19])[CH:14]=[CH:15][CH:16]=3)[N:11]=[CH:10][C:9]=2[C:22]([C:24]2[CH:29]=[CH:28][CH:27]=[CH:26][CH:25]=2)=[O:23])[CH:5]=[CH:6][CH:7]=1.Br[CH2:31][CH2:32][CH:33]=[C:34]([CH3:36])[CH3:35]. (7) Given the product [NH3:1].[CH3:52][N:50]([CH2:49][C:39]1[CH:38]=[C:37]([NH:36][C:53]2[C:54]3[N:55]([CH:60]=[CH:61][N:62]=3)[C:56]([C:72]3[CH:73]=[N:74][NH:75][CH:76]=3)=[CH:57][N:58]=2)[CH:42]=[CH:41][C:40]=1[N:43]1[CH2:48][CH2:47][O:46][CH2:45][CH2:44]1)[CH3:51], predict the reactants needed to synthesize it. The reactants are: [N:1]1(C2C=CC(NC3C4N(C=CN=4)C(C4C=CNC(=O)C=4)=CN=3)=CC=2)CCOCC1.C(OC(=O)[N:36]([C:53]1[C:54]2[N:55]([CH:60]=[CH:61][N:62]=2)[C:56](Br)=[CH:57][N:58]=1)[C:37]1[CH:42]=[CH:41][C:40]([N:43]2[CH2:48][CH2:47][O:46][CH2:45][CH2:44]2)=[C:39]([CH2:49][N:50]([CH3:52])[CH3:51])[CH:38]=1)(C)(C)C.CC1(C)C(C)(C)OB([C:72]2[CH:73]=[N:74][NH:75][CH:76]=2)O1.CC([O-])(C)C.[Na+].